Dataset: Reaction yield outcomes from USPTO patents with 853,638 reactions. Task: Predict the reaction yield, written as a fraction of the theoretical maximum amount of product (1.0 means a 100% yield; for example, 0.34 means a 34% yield). (1) The reactants are [CH:1]1([CH2:6][CH:7]([C:11]2[CH:16]=[CH:15][C:14]([F:17])=[C:13]([C:18]([F:21])([F:20])[F:19])[CH:12]=2)[C:8]([OH:10])=[O:9])[CH2:5][CH2:4][CH2:3][CH2:2]1.S(=O)(=O)(O)O.[CH3:27]O. No catalyst specified. The product is [CH3:27][O:9][C:8](=[O:10])[CH:7]([C:11]1[CH:16]=[CH:15][C:14]([F:17])=[C:13]([C:18]([F:21])([F:19])[F:20])[CH:12]=1)[CH2:6][CH:1]1[CH2:5][CH2:4][CH2:3][CH2:2]1. The yield is 0.875. (2) The reactants are [CH3:1][O:2][C:3]1[CH:8]=[C:7]([O:9][CH3:10])[CH:6]=[CH:5][C:4]=1[CH:11]=[CH:12][C:13]([C:15]1[C:16](=[O:23])[O:17][C:18]([CH3:22])=[CH:19][C:20]=1[OH:21])=O.[NH2:24][CH2:25][CH2:26][SH:27].CCCCCC.C(OCC)(=O)C.C(Cl)Cl.C(OCC)(=O)C.CC(C)=O. The catalyst is C(O)C. The product is [CH3:1][O:2][C:3]1[CH:8]=[C:7]([O:9][CH3:10])[CH:6]=[CH:5][C:4]=1[CH:11]1[S:27][CH2:26][CH2:25][N:24]=[C:13]([C:15]2[C:16](=[O:23])[O:17][C:18]([CH3:22])=[CH:19][C:20]=2[OH:21])[CH2:12]1. The yield is 0.610. (3) The reactants are [CH2:1]([N:8]1[C:16]2[C:11](=[N:12][CH:13]=[C:14]([C:17]3[CH:18]=[CH:19][C:20]([O:25][CH3:26])=[C:21]([CH:24]=3)[CH:22]=[O:23])[N:15]=2)[NH:10][C:9]1=[O:27])[C:2]1[CH:7]=[CH:6][CH:5]=[CH:4][CH:3]=1.CC(=CC)C.[O-:33]Cl=O.[Na+]. The catalyst is CC(O)(C)C. The product is [CH2:1]([N:8]1[C:16]2[C:11](=[N:12][CH:13]=[C:14]([C:17]3[CH:18]=[CH:19][C:20]([O:25][CH3:26])=[C:21]([CH:24]=3)[C:22]([OH:33])=[O:23])[N:15]=2)[NH:10][C:9]1=[O:27])[C:2]1[CH:3]=[CH:4][CH:5]=[CH:6][CH:7]=1. The yield is 0.650. (4) The reactants are [H-].[Na+].[CH3:3][O:4][C:5]1[CH:14]=[CH:13][CH:12]=[C:11]2[C:6]=1[C:7](=[O:15])[NH:8][CH:9]=[N:10]2.[C:16]([O:22][CH2:23]Cl)(=[O:21])[C:17]([CH3:20])([CH3:19])[CH3:18]. The catalyst is CN(C=O)C. The product is [C:16]([O:22][CH2:23][N:8]1[C:7](=[O:15])[C:6]2[C:11](=[CH:12][CH:13]=[CH:14][C:5]=2[O:4][CH3:3])[N:10]=[CH:9]1)(=[O:21])[C:17]([CH3:20])([CH3:19])[CH3:18]. The yield is 0.900. (5) The yield is 0.157. The catalyst is CO.C(OC(=O)C)C. The product is [Br:3][C:4]1[CH:9]=[CH:8][C:7]([NH:10][C:11]2[C:19]([C:20](=[O:26])[CH2:21][OH:22])=[C:18]3[N:14]([CH2:15][CH2:16][CH2:17]3)[C:13](=[O:27])[C:12]=2[F:28])=[C:6]([F:29])[CH:5]=1. The reactants are Cl.O.[Br:3][C:4]1[CH:9]=[CH:8][C:7]([NH:10][C:11]2[C:19]([C:20](=[O:26])[CH2:21][O:22]COC)=[C:18]3[N:14]([CH2:15][CH2:16][CH2:17]3)[C:13](=[O:27])[C:12]=2[F:28])=[C:6]([F:29])[CH:5]=1.C([O-])(O)=O.[Na+]. (6) The product is [CH3:1][N:2]1[C:10]2[C:5](=[CH:6][CH:7]=[CH:8][CH:9]=2)[C:4]([CH2:11][CH:12]([CH3:14])[CH3:13])=[C:3]1[C:15]([NH:17][C@H:18]([C:22]([NH:24][CH:25]([C:34](=[O:37])[CH2:35][O:47][C:44]1[CH:45]=[CH:46][C:41]([F:40])=[CH:42][CH:43]=1)[CH2:26][C:27]([O:29][C:30]([CH3:33])([CH3:32])[CH3:31])=[O:28])=[O:23])[CH:19]([CH3:21])[CH3:20])=[O:16]. The yield is 1.00. The reactants are [CH3:1][N:2]1[C:10]2[C:5](=[CH:6][CH:7]=[CH:8][CH:9]=2)[C:4]([CH2:11][CH:12]([CH3:14])[CH3:13])=[C:3]1[C:15]([NH:17][C@H:18]([C:22]([NH:24][CH:25]([C:34](=[O:37])[CH2:35]Br)[CH2:26][C:27]([O:29][C:30]([CH3:33])([CH3:32])[CH3:31])=[O:28])=[O:23])[CH:19]([CH3:21])[CH3:20])=[O:16].[F-].[K+].[F:40][C:41]1[CH:46]=[CH:45][C:44]([OH:47])=[CH:43][CH:42]=1.CCCCCC.CCOC(C)=O. The catalyst is CN(C=O)C. (7) The reactants are C([O:4][C@@H:5]1[C@@H:10]([O:11]C(=O)C)[C@H:9]([O:15]C(=O)C)[C@@H:8]([CH2:19][O:20]C(=O)C)[O:7][C@H:6]1[C:24]1[CH:29]=[C:28]([CH2:30][C:31]2[CH:36]=[CH:35][C:34]([CH2:37][CH2:38][NH:39][C:40]([NH:42][C:43]([CH2:48][OH:49])([CH2:46][OH:47])[CH2:44][OH:45])=[O:41])=[CH:33][CH:32]=2)[C:27]([CH3:50])=[CH:26][C:25]=1[O:51]C(=O)C)(=O)C.C[O-].[Na+]. The catalyst is CO. The product is [OH:47][CH2:46][C:43]([NH:42][C:40]([NH:39][CH2:38][CH2:37][C:34]1[CH:35]=[CH:36][C:31]([CH2:30][C:28]2[C:27]([CH3:50])=[CH:26][C:25]([OH:51])=[C:24]([C@@H:6]3[O:7][C@H:8]([CH2:19][OH:20])[C@@H:9]([OH:15])[C@H:10]([OH:11])[C@H:5]3[OH:4])[CH:29]=2)=[CH:32][CH:33]=1)=[O:41])([CH2:48][OH:49])[CH2:44][OH:45]. The yield is 0.520. (8) The reactants are [C:1]([C:4]1[CH:9]=[CH:8][CH:7]=[CH:6][CH:5]=1)(=O)[CH3:2].[NH2:10][NH2:11]. The catalyst is C(O)C. The product is [C:1](=[N:10][NH2:11])([C:4]1[CH:9]=[CH:8][CH:7]=[CH:6][CH:5]=1)[CH3:2]. The yield is 0.690. (9) The reactants are [C:1]([CH2:4][CH2:5][C:6]1[C:7]([CH3:13])=[C:8]([CH:11]=O)[NH:9][CH:10]=1)([OH:3])=[O:2].[C:14]([C:17]1[CH:18]=[C:19]2[C:23](=[CH:24][CH:25]=1)[NH:22][C:21](=[O:26])[CH2:20]2)([OH:16])=[O:15].N1CCCCC1. The catalyst is C(O)C. The product is [C:1]([CH2:4][CH2:5][C:6]1[C:7]([CH3:13])=[C:8]([CH:11]=[C:20]2[C:19]3[C:23](=[CH:24][CH:25]=[C:17]([C:14]([OH:16])=[O:15])[CH:18]=3)[NH:22][C:21]2=[O:26])[NH:9][CH:10]=1)([OH:3])=[O:2]. The yield is 0.300.